Dataset: Reaction yield outcomes from USPTO patents with 853,638 reactions. Task: Predict the reaction yield, written as a fraction of the theoretical maximum amount of product (1.0 means a 100% yield; for example, 0.34 means a 34% yield). (1) The reactants are Br[C:2]1[O:3][C:4]2[C:24]([O:25][C:26](=[O:28])[CH3:27])=[C:23]([O:29][CH3:30])[CH:22]=[CH:21][C:5]=2[C:6]=1[C:7](=[O:20])[C:8]1[CH:13]=[C:12]([O:14][CH3:15])[C:11]([O:16][CH3:17])=[C:10]([O:18][CH3:19])[CH:9]=1.[C-:31]#[N:32].[Na+]. The catalyst is CS(C)=O. The product is [C:31]([C:2]1[O:3][C:4]2[C:24]([O:25][C:26](=[O:28])[CH3:27])=[C:23]([O:29][CH3:30])[CH:22]=[CH:21][C:5]=2[C:6]=1[C:7](=[O:20])[C:8]1[CH:13]=[C:12]([O:14][CH3:15])[C:11]([O:16][CH3:17])=[C:10]([O:18][CH3:19])[CH:9]=1)#[N:32]. The yield is 0.650. (2) The reactants are [CH2:1]([C:3]1[N:4]([C:28]2[CH:33]=[CH:32][C:31]([OH:34])=[CH:30][CH:29]=2)[C:5](=[O:27])[C:6]([CH2:12][C:13]2[CH:18]=[CH:17][C:16]([C:19]3[C:20]([C:25]#[N:26])=[CH:21][CH:22]=[CH:23][CH:24]=3)=[CH:15][CH:14]=2)=[C:7]([CH2:9][CH2:10][CH3:11])[N:8]=1)[CH3:2].Br[C:36]([CH3:43])([CH3:42])[C:37]([O:39][CH2:40][CH3:41])=[O:38].C(=O)([O-])[O-].[Cs+].[Cs+]. The catalyst is CN(C)C(=O)C. The product is [C:25]([C:20]1[CH:21]=[CH:22][CH:23]=[CH:24][C:19]=1[C:16]1[CH:17]=[CH:18][C:13]([CH2:12][C:6]2[C:5](=[O:27])[N:4]([C:28]3[CH:33]=[CH:32][C:31]([O:34][C:36]([CH3:43])([CH3:42])[C:37]([O:39][CH2:40][CH3:41])=[O:38])=[CH:30][CH:29]=3)[C:3]([CH2:1][CH3:2])=[N:8][C:7]=2[CH2:9][CH2:10][CH3:11])=[CH:14][CH:15]=1)#[N:26]. The yield is 0.830. (3) The reactants are NC(N)=O.[CH3:5][O:6][CH2:7][CH2:8][N:9]([CH2:22][CH2:23][O:24][CH3:25])[S:10]([C:13]1[C:18]([Cl:19])=[CH:17][CH:16]=[C:15]([NH2:20])[C:14]=1[OH:21])(=[O:12])=[O:11].[Cl:26][C:27]1[C:32]([Cl:33])=[CH:31][CH:30]=[CH:29][C:28]=1[N:34]=[C:35]=[O:36]. No catalyst specified. The product is [Cl:19][C:18]1[CH:17]=[CH:16][C:15]([NH:20][C:35]([NH:34][C:28]2[CH:29]=[CH:30][CH:31]=[C:32]([Cl:33])[C:27]=2[Cl:26])=[O:36])=[C:14]([OH:21])[C:13]=1[S:10]([N:9]([CH2:8][CH2:7][O:6][CH3:5])[CH2:22][CH2:23][O:24][CH3:25])(=[O:11])=[O:12]. The yield is 0.870. (4) The reactants are [Cl:1][C:2]1[N:3]=[C:4](Cl)[C:5]2[CH2:10][CH2:9][CH:8]([C:11]3[CH:16]=[CH:15][C:14]([F:17])=[CH:13][CH:12]=3)[C:6]=2[N:7]=1.[CH:19]([N:22]([CH:25](C)C)CC)(C)[CH3:20].C(#[N:30])C. No catalyst specified. The product is [Cl:1][C:2]1[N:3]=[C:4]([NH:30][CH2:20][CH2:19][NH:22][CH3:25])[C:5]2[CH2:10][CH2:9][CH:8]([C:11]3[CH:16]=[CH:15][C:14]([F:17])=[CH:13][CH:12]=3)[C:6]=2[N:7]=1. The yield is 0.706.